Task: Predict the product of the given reaction.. Dataset: Forward reaction prediction with 1.9M reactions from USPTO patents (1976-2016) (1) The product is: [CH3:34][O:33][CH2:32][CH2:31][O:30][C:28](=[O:29])[N:15]([N:9]1[C:8](=[O:20])[C:7]2[C:12](=[CH:13][C:4]([CH:1]([CH3:3])[CH3:2])=[C:5]([C:21]3[N:22]([CH3:26])[N:23]=[CH:24][CH:25]=3)[CH:6]=2)[NH:11][C:10]1=[O:14])[S:16]([CH3:19])(=[O:17])=[O:18]. Given the reactants [CH:1]([C:4]1[CH:13]=[C:12]2[C:7]([C:8](=[O:20])[N:9]([NH:15][S:16]([CH3:19])(=[O:18])=[O:17])[C:10](=[O:14])[NH:11]2)=[CH:6][C:5]=1[C:21]1[N:22]([CH3:26])[N:23]=[CH:24][CH:25]=1)([CH3:3])[CH3:2].Cl[C:28]([O:30][CH2:31][CH2:32][O:33][CH3:34])=[O:29], predict the reaction product. (2) Given the reactants [CH3:1][O:2][C:3]1[CH:4]=[C:5]([CH:23]=[CH:24][C:25]=1[O:26][CH3:27])[CH2:6][CH:7]1[C:16]2[C:11](=[CH:12][C:13]([O:21][CH3:22])=[C:14]([O:17][CH:18]([CH3:20])[CH3:19])[CH:15]=2)[CH2:10][CH2:9][NH:8]1.Br[CH2:29][C:30](Br)=[O:31].[CH3:33][C:34]1[CH:43]=[C:42]([CH3:44])[CH:41]=[C:40]2[C:35]=1[CH2:36][CH2:37][CH2:38][CH:39]2[NH2:45], predict the reaction product. The product is: [CH3:1][O:2][C:3]1[CH:4]=[C:5]([CH:23]=[CH:24][C:25]=1[O:26][CH3:27])[CH2:6][CH:7]1[C:16]2[C:11](=[CH:12][C:13]([O:21][CH3:22])=[C:14]([O:17][CH:18]([CH3:20])[CH3:19])[CH:15]=2)[CH2:10][CH2:9][N:8]1[CH2:29][C:30]([NH:45][CH:39]1[C:40]2[C:35](=[C:34]([CH3:33])[CH:43]=[C:42]([CH3:44])[CH:41]=2)[CH2:36][CH2:37][CH2:38]1)=[O:31]. (3) Given the reactants [CH2:1]([O:8][N:9]1[C:15](=[O:16])[N:14]2[CH2:17][C@H:10]1[CH2:11][CH2:12][C@H:13]2[C:18]([OH:20])=O)[C:2]1[CH:7]=[CH:6][CH:5]=[CH:4][CH:3]=1.[NH2:21][O:22][CH:23]1[CH2:29][CH:28]2[N:30]([C:31]([O:33][C:34]([CH3:37])([CH3:36])[CH3:35])=[O:32])[CH:25]([CH2:26][CH2:27]2)[CH2:24]1.ON1C2C=CC=CC=2N=N1.Cl.C(N=C=NCCCN(C)C)C, predict the reaction product. The product is: [CH2:1]([O:8][N:9]1[C:15](=[O:16])[N:14]2[CH2:17][C@H:10]1[CH2:11][CH2:12][C@H:13]2[C:18]([NH:21][O:22][CH:23]1[CH2:24][CH:25]2[N:30]([C:31]([O:33][C:34]([CH3:37])([CH3:36])[CH3:35])=[O:32])[CH:28]([CH2:27][CH2:26]2)[CH2:29]1)=[O:20])[C:2]1[CH:3]=[CH:4][CH:5]=[CH:6][CH:7]=1.